Dataset: Catalyst prediction with 721,799 reactions and 888 catalyst types from USPTO. Task: Predict which catalyst facilitates the given reaction. (1) Reactant: [C:1]([C:3]1[CH:8]=[C:7]([CH3:9])[CH:6]=[CH:5][C:4]=1[C:10]1[CH:15]=[C:14]([C:16]2[CH:17]=[N:18][CH:19]=[CH:20][C:21]=2[C:22]#[N:23])[CH:13]=[C:12]([C:24](O)=[O:25])[CH:11]=1)#[N:2].Cl.[O:28]1[CH2:33][CH2:32][N:31]([CH2:34][C@H:35]([NH2:37])[CH3:36])[CH2:30][CH2:29]1.F[P-](F)(F)(F)(F)F.C[N+](C)=C(N(C)C)ON1C2N=CC=CC=2N=N1.C(N(CC)C(C)C)(C)C. Product: [C:1]([C:3]1[CH:8]=[C:7]([CH3:9])[CH:6]=[CH:5][C:4]=1[C:10]1[CH:15]=[C:14]([C:16]2[CH:17]=[N:18][CH:19]=[CH:20][C:21]=2[C:22]#[N:23])[CH:13]=[C:12]([C:24]([NH:37][C@H:35]([CH3:36])[CH2:34][N:31]2[CH2:32][CH2:33][O:28][CH2:29][CH2:30]2)=[O:25])[CH:11]=1)#[N:2]. The catalyst class is: 9. (2) Reactant: [CH3:1][O:2][C:3](=[O:28])[C:4]([S:19]([C:22]1[CH:27]=[CH:26][CH:25]=[CH:24][CH:23]=1)(=[O:21])=[O:20])([CH:6]1[CH2:18][C:9]2[NH:10][C:11]3[CH:12]=[CH:13][C:14]([Cl:17])=[CH:15][C:16]=3[C:8]=2[CH2:7]1)[CH3:5].C(N(CC)CC)C.[O:36](C(OC(C)(C)C)=O)[C:37]([O:39][C:40]([CH3:43])([CH3:42])[CH3:41])=O. Product: [C:40]([O:39][C:37]([N:10]1[C:11]2[CH:12]=[CH:13][C:14]([Cl:17])=[CH:15][C:16]=2[C:8]2[CH2:7][CH:6]([C:4]([S:19]([C:22]3[CH:23]=[CH:24][CH:25]=[CH:26][CH:27]=3)(=[O:21])=[O:20])([C:3]([O:2][CH3:1])=[O:28])[CH3:5])[CH2:18][C:9]1=2)=[O:36])([CH3:43])([CH3:42])[CH3:41]. The catalyst class is: 142. (3) Reactant: [Cl:1][CH2:2][C:3]1[N:7]([CH3:8])[N:6]=[C:5]([C:9]2[CH:10]=[C:11]3[C:15](=[CH:16][CH:17]=2)[N:14]([CH3:18])[C:13]2[N:19]([CH3:32])[C:20](=[O:31])[C:21]([C:23]4[CH:28]=[CH:27][C:26]([Cl:29])=[CH:25][C:24]=4[Cl:30])=[CH:22][C:12]3=2)[CH:4]=1.C([O-])([O-])=O.[K+].[K+].[NH:39]1[CH2:44][CH2:43][O:42][CH2:41][CH2:40]1.Cl. Product: [ClH:1].[Cl:30][C:24]1[CH:25]=[C:26]([Cl:29])[CH:27]=[CH:28][C:23]=1[C:21]1[C:20](=[O:31])[N:19]([CH3:32])[C:13]2[N:14]([CH3:18])[C:15]3[C:11]([C:12]=2[CH:22]=1)=[CH:10][C:9]([C:5]1[CH:4]=[C:3]([CH2:2][N:39]2[CH2:44][CH2:43][O:42][CH2:41][CH2:40]2)[N:7]([CH3:8])[N:6]=1)=[CH:17][CH:16]=3. The catalyst class is: 173.